Dataset: NCI-60 drug combinations with 297,098 pairs across 59 cell lines. Task: Regression. Given two drug SMILES strings and cell line genomic features, predict the synergy score measuring deviation from expected non-interaction effect. (1) Drug 1: C1CN1C2=NC(=NC(=N2)N3CC3)N4CC4. Drug 2: CN(CCCl)CCCl.Cl. Cell line: A498. Synergy scores: CSS=19.4, Synergy_ZIP=-6.46, Synergy_Bliss=-3.05, Synergy_Loewe=-8.53, Synergy_HSA=-2.44. (2) Drug 1: C#CCC(CC1=CN=C2C(=N1)C(=NC(=N2)N)N)C3=CC=C(C=C3)C(=O)NC(CCC(=O)O)C(=O)O. Drug 2: C1CC(=O)NC(=O)C1N2C(=O)C3=CC=CC=C3C2=O. Cell line: OVCAR-5. Synergy scores: CSS=-0.886, Synergy_ZIP=-1.23, Synergy_Bliss=-3.81, Synergy_Loewe=-1.22, Synergy_HSA=-2.56. (3) Drug 1: C1=C(C(=O)NC(=O)N1)N(CCCl)CCCl. Drug 2: C(CN)CNCCSP(=O)(O)O. Cell line: HL-60(TB). Synergy scores: CSS=51.0, Synergy_ZIP=-4.18, Synergy_Bliss=-2.51, Synergy_Loewe=-11.9, Synergy_HSA=-1.10. (4) Drug 1: COC1=CC(=CC(=C1O)OC)C2C3C(COC3=O)C(C4=CC5=C(C=C24)OCO5)OC6C(C(C7C(O6)COC(O7)C8=CC=CS8)O)O. Drug 2: C1=NC2=C(N=C(N=C2N1C3C(C(C(O3)CO)O)F)Cl)N. Cell line: UACC-257. Synergy scores: CSS=21.0, Synergy_ZIP=-0.423, Synergy_Bliss=3.25, Synergy_Loewe=-8.25, Synergy_HSA=3.14. (5) Drug 1: C(=O)(N)NO. Drug 2: CCC1(C2=C(COC1=O)C(=O)N3CC4=CC5=C(C=CC(=C5CN(C)C)O)N=C4C3=C2)O.Cl. Cell line: HCT116. Synergy scores: CSS=51.3, Synergy_ZIP=7.57, Synergy_Bliss=8.84, Synergy_Loewe=-19.7, Synergy_HSA=7.33. (6) Drug 1: C1=C(C(=O)NC(=O)N1)N(CCCl)CCCl. Drug 2: CCCCC(=O)OCC(=O)C1(CC(C2=C(C1)C(=C3C(=C2O)C(=O)C4=C(C3=O)C=CC=C4OC)O)OC5CC(C(C(O5)C)O)NC(=O)C(F)(F)F)O. Cell line: NCI/ADR-RES. Synergy scores: CSS=-0.125, Synergy_ZIP=-7.91, Synergy_Bliss=-11.1, Synergy_Loewe=-10.7, Synergy_HSA=-10.5.